Dataset: Reaction yield outcomes from USPTO patents with 853,638 reactions. Task: Predict the reaction yield, written as a fraction of the theoretical maximum amount of product (1.0 means a 100% yield; for example, 0.34 means a 34% yield). (1) The reactants are [Cl:1][C:2]1[C:7]([F:8])=[CH:6][C:5]([NH2:9])=[C:4](I)[CH:3]=1.[Cu][C:12]#[N:13]. The catalyst is CC(N(C)C)=O. The product is [NH2:9][C:5]1[CH:6]=[C:7]([F:8])[C:2]([Cl:1])=[CH:3][C:4]=1[C:12]#[N:13]. The yield is 0.780. (2) The reactants are [Br:1][C:2]1[CH:7]=[CH:6][C:5]([OH:8])=[C:4]([C:9]([CH3:13])([CH3:12])[CH2:10][CH3:11])[CH:3]=1.C(N(CC)CC)C.[C:21]([Si:25](Cl)([CH3:27])[CH3:26])([CH3:24])([CH3:23])[CH3:22]. The catalyst is CN(C)C1C=CN=CC=1.ClCCl. The product is [Br:1][C:2]1[CH:7]=[CH:6][C:5]([O:8][Si:25]([C:21]([CH3:24])([CH3:23])[CH3:22])([CH3:27])[CH3:26])=[C:4]([C:9]([CH3:12])([CH3:13])[CH2:10][CH3:11])[CH:3]=1. The yield is 0.890. (3) The reactants are C(O[C:4](=[O:35])[CH2:5][C:6]1[CH:11]=[CH:10][C:9]([N:12]2[C:16]([NH:17][C:18]([NH:20][C:21]3[C:30]4[C:25](=[CH:26][CH:27]=[CH:28][CH:29]=4)[CH:24]=[CH:23][CH:22]=3)=[O:19])=[CH:15][C:14]([C:31]([CH3:34])([CH3:33])[CH3:32])=[N:13]2)=[CH:8][CH:7]=1)C.[NH3:36].CO. The catalyst is CO. The product is [C:31]([C:14]1[CH:15]=[C:16]([NH:17][C:18]([NH:20][C:21]2[C:30]3[C:25](=[CH:26][CH:27]=[CH:28][CH:29]=3)[CH:24]=[CH:23][CH:22]=2)=[O:19])[N:12]([C:9]2[CH:8]=[CH:7][C:6]([CH2:5][C:4]([NH2:36])=[O:35])=[CH:11][CH:10]=2)[N:13]=1)([CH3:34])([CH3:33])[CH3:32]. The yield is 0.310. (4) The reactants are [OH:1][C:2]1[CH:11]=[C:10]2[C:5]([C:6]([O:12][C:13]3[CH:18]=[CH:17][CH:16]=[CH:15][CH:14]=3)=[N:7][CH:8]=[N:9]2)=[CH:4][C:3]=1[O:19][CH3:20].Cl.[Cl:22][C:23]1[CH:28]=[C:27]([CH2:29]Cl)[CH:26]=[C:25]([O:31][CH3:32])[N:24]=1.C(=O)([O-])[O-].[K+].[K+]. The catalyst is CN(C=O)C.O. The product is [Cl:22][C:23]1[CH:28]=[C:27]([CH2:29][O:1][C:2]2[CH:11]=[C:10]3[C:5]([C:6]([O:12][C:13]4[CH:18]=[CH:17][CH:16]=[CH:15][CH:14]=4)=[N:7][CH:8]=[N:9]3)=[CH:4][C:3]=2[O:19][CH3:20])[CH:26]=[C:25]([O:31][CH3:32])[N:24]=1. The yield is 0.790. (5) The product is [I:1][C:2]1[CH:3]=[C:4]2[C:9](=[CH:10][CH:11]=1)[N:8]=[C:7]([C:12]([OH:14])=[O:13])[CH:6]=[N:5]2. The yield is 0.910. The reactants are [I:1][C:2]1[CH:3]=[C:4]2[C:9](=[CH:10][CH:11]=1)[N:8]=[C:7]([C:12]([O:14]CC)=[O:13])[CH:6]=[N:5]2.[OH-].[Na+].C(O)C. The catalyst is C(O)(=O)C.